The task is: Predict the reactants needed to synthesize the given product.. This data is from Full USPTO retrosynthesis dataset with 1.9M reactions from patents (1976-2016). (1) Given the product [CH:19]([OH:21])=[O:20].[Cl:18][C:12]1[CH:13]=[C:14]([Cl:17])[CH:15]=[CH:16][C:11]=1[C:4]1[N:3]=[C:2]([NH:22][CH2:23][CH2:24][N:25]([CH3:36])[C:26]2[N:31]=[C:30]([NH2:32])[C:29]([N+:33]([O-:35])=[O:34])=[CH:28][CH:27]=2)[N:7]2[CH:8]=[CH:9][N:10]=[C:6]2[CH:5]=1, predict the reactants needed to synthesize it. The reactants are: Cl[C:2]1[N:7]2[CH:8]=[CH:9][N:10]=[C:6]2[CH:5]=[C:4]([C:11]2[CH:16]=[CH:15][C:14]([Cl:17])=[CH:13][C:12]=2[Cl:18])[N:3]=1.[CH:19]([OH:21])=[O:20].[NH2:22][CH2:23][CH2:24][N:25]([CH3:36])[C:26]1[N:31]=[C:30]([NH2:32])[C:29]([N+:33]([O-:35])=[O:34])=[CH:28][CH:27]=1. (2) Given the product [Br:1][C:2]1[C:3]([C:9]([F:12])([F:11])[F:10])=[N:4][C:5]([N:13]2[CH2:19][CH2:18][C:17](=[O:20])[NH:16][CH2:15][CH2:14]2)=[N:6][CH:7]=1, predict the reactants needed to synthesize it. The reactants are: [Br:1][C:2]1[C:3]([C:9]([F:12])([F:11])[F:10])=[N:4][C:5](Cl)=[N:6][CH:7]=1.[NH:13]1[CH2:19][CH2:18][C:17](=[O:20])[NH:16][CH2:15][CH2:14]1. (3) Given the product [Cl:23][C:24]1[C:25]([C:32]2[CH:33]=[CH:34][C:35]([C:36]([NH:38][C:39]3[CH:44]=[CH:43][CH:42]=[CH:41][C:40]=3[NH:45][C:46](=[O:52])[O:47][C:48]([CH3:50])([CH3:51])[CH3:49])=[O:37])=[CH:53][CH:54]=2)=[N:26][CH:27]=[C:28]([CH:30]=[O:31])[CH:29]=1, predict the reactants needed to synthesize it. The reactants are: CC(OI1(OC(C)=O)(OC(C)=O)OC(=O)C2C=CC=CC1=2)=O.[Cl:23][C:24]1[C:25]([C:32]2[CH:54]=[CH:53][C:35]([C:36]([NH:38][C:39]3[CH:44]=[CH:43][CH:42]=[CH:41][C:40]=3[NH:45][C:46](=[O:52])[O:47][C:48]([CH3:51])([CH3:50])[CH3:49])=[O:37])=[CH:34][CH:33]=2)=[N:26][CH:27]=[C:28]([CH2:30][OH:31])[CH:29]=1. (4) Given the product [O:1]1[CH2:2][CH2:3][N:4]([CH2:7][CH2:8][O:9][C:10]2[CH:18]=[C:17]3[C:13]([C:14]([C:26]4[CH:31]=[CH:30][C:29]([C:32]([F:34])([F:35])[F:33])=[CH:28][CH:27]=4)=[C:15]([C:67]4[CH:68]=[CH:69][C:64]([C:63]([F:74])([F:73])[F:62])=[CH:65][CH:66]=4)[C:16]3=[O:19])=[CH:12][CH:11]=2)[CH2:5][CH2:6]1, predict the reactants needed to synthesize it. The reactants are: [O:1]1[CH2:6][CH2:5][N:4]([CH2:7][CH2:8][O:9][C:10]2[CH:18]=[C:17]3[C:13]([C:14]([C:26]4[CH:31]=[CH:30][C:29]([C:32]([F:35])([F:34])[F:33])=[CH:28][CH:27]=4)=[C:15](C4C=NC=CC=4)[C:16]3=[O:19])=[CH:12][CH:11]=2)[CH2:3][CH2:2]1.O1CCN(CCOC2C=C3C(C(C4C=CC=CC=4)=C(Br)C3=O)=CC=2)CC1.[F:62][C:63]([F:74])([F:73])[C:64]1[CH:69]=[CH:68][C:67](B(O)O)=[CH:66][CH:65]=1. (5) Given the product [C:2]([Si:6]([CH3:21])([CH3:20])[O:7][CH2:8][CH2:9][CH2:10][O:11][C:12]1[N:13]=[CH:14][C:15]([C:16]2[S:1][C:28]3[CH2:33][CH2:32][CH2:31][CH2:30][C:29]=3[N:17]=2)=[CH:18][CH:19]=1)([CH3:3])([CH3:5])[CH3:4], predict the reactants needed to synthesize it. The reactants are: [SH2:1].[C:2]([Si:6]([CH3:21])([CH3:20])[O:7][CH2:8][CH2:9][CH2:10][O:11][C:12]1[CH:19]=[CH:18][C:15]([C:16]#[N:17])=[CH:14][N:13]=1)([CH3:5])([CH3:4])[CH3:3].C(NCC)C.Cl[CH:28]1[CH2:33][CH2:32][CH2:31][CH2:30][C:29]1=O. (6) Given the product [F:1][C:2]1[C:7]([O:8][CH3:9])=[CH:6][C:5]([O:10][CH3:11])=[C:4]([F:12])[C:3]=1[CH2:13][CH2:14][C:15]1[CH:16]=[N:17][C:18]([NH:21][C:22]2[CH:23]=[N:24][N:25]([CH:27]3[CH2:28][CH2:29][NH:30][CH2:31][CH2:32]3)[CH:26]=2)=[N:19][CH:20]=1, predict the reactants needed to synthesize it. The reactants are: [F:1][C:2]1[C:7]([O:8][CH3:9])=[CH:6][C:5]([O:10][CH3:11])=[C:4]([F:12])[C:3]=1[CH2:13][CH2:14][C:15]1[CH:16]=[N:17][C:18]([NH:21][C:22]2[CH:23]=[N:24][N:25]([CH:27]3[CH2:32][CH2:31][N:30](C(OC(C)(C)C)=O)[CH2:29][CH2:28]3)[CH:26]=2)=[N:19][CH:20]=1.Cl.C(OCC)(=O)C. (7) Given the product [OH:31][C:25]([C:27]([F:30])([F:29])[F:28])=[O:26].[NH2:17][C@H:12]1[CH2:13][CH2:14][CH2:15][CH2:16][C@H:11]1[NH:10][C:4]1[CH:3]=[C:2]([Br:1])[C:7]([C:8]#[N:9])=[N:6][CH:5]=1, predict the reactants needed to synthesize it. The reactants are: [Br:1][C:2]1[CH:3]=[C:4]([NH:10][C@@H:11]2[CH2:16][CH2:15][CH2:14][CH2:13][C@@H:12]2[NH:17]C(=O)OCCCC)[CH:5]=[N:6][C:7]=1[C:8]#[N:9].[C:25]([OH:31])([C:27]([F:30])([F:29])[F:28])=[O:26]. (8) Given the product [C:14]([C:16]1[CH:33]=[CH:32][C:19]2[NH:20][C:21]([C:23]3[CH:31]=[CH:30][C:26]([C:27]([NH:11][C:10]4[CH:12]=[CH:13][C:7]([N:4]5[CH2:3][CH2:2][O:1][CH2:6][CH2:5]5)=[CH:8][CH:9]=4)=[O:28])=[CH:25][CH:24]=3)=[N:22][C:18]=2[CH:17]=1)#[N:15], predict the reactants needed to synthesize it. The reactants are: [O:1]1[CH2:6][CH2:5][N:4]([C:7]2[CH:13]=[CH:12][C:10]([NH2:11])=[CH:9][CH:8]=2)[CH2:3][CH2:2]1.[C:14]([C:16]1[CH:33]=[CH:32][C:19]2[NH:20][C:21]([C:23]3[CH:31]=[CH:30][C:26]([C:27]([O-])=[O:28])=[CH:25][CH:24]=3)=[N:22][C:18]=2[CH:17]=1)#[N:15]. (9) Given the product [NH2:3][C:2]1[S:1][C:7]2[CH:8]=[C:9]([O:10][C:11]3[CH:12]=[C:13]([NH:17][C:18](=[O:30])[C:19]4[CH:24]=[CH:23][CH:22]=[C:21]([C:25]5([C:28]#[N:29])[CH2:26][CH2:27]5)[CH:20]=4)[CH:14]=[CH:15][CH:16]=3)[CH:31]=[CH:32][C:6]=2[N:5]=1, predict the reactants needed to synthesize it. The reactants are: [S-:1][C:2]#[N:3].[K+].[NH2:5][C:6]1[CH:32]=[CH:31][C:9]([O:10][C:11]2[CH:12]=[C:13]([NH:17][C:18](=[O:30])[C:19]3[CH:24]=[CH:23][CH:22]=[C:21]([C:25]4([C:28]#[N:29])[CH2:27][CH2:26]4)[CH:20]=3)[CH:14]=[CH:15][CH:16]=2)=[CH:8][CH:7]=1.BrBr. (10) Given the product [CH3:8][C:4]1[CH:3]=[C:2]([B:14]2[O:18][C:17]([CH3:20])([CH3:19])[C:16]([CH3:22])([CH3:21])[O:15]2)[CH:7]=[CH:6][N:5]=1, predict the reactants needed to synthesize it. The reactants are: Br[C:2]1[CH:7]=[CH:6][N:5]=[C:4]([CH3:8])[CH:3]=1.C([O-])(=O)C.[K+].[B:14]1([B:14]2[O:18][C:17]([CH3:20])([CH3:19])[C:16]([CH3:22])([CH3:21])[O:15]2)[O:18][C:17]([CH3:20])([CH3:19])[C:16]([CH3:22])([CH3:21])[O:15]1.